From a dataset of Catalyst prediction with 721,799 reactions and 888 catalyst types from USPTO. Predict which catalyst facilitates the given reaction. (1) Reactant: C([C@@H](NS(C1C=CC(C)=CC=1)=O)[C@H](C)CC(F)(F)F)#N.[F:21][C:22]([F:32])([F:31])[CH2:23][C@@H:24]([CH3:30])[C@@H:25]([C:27]([OH:29])=[O:28])[NH2:26].[NH4+].[Cl-:34].C1(C)C(S(O)(=O)=O)=CC=CC=1. Product: [ClH:34].[F:21][C:22]([F:31])([F:32])[CH2:23][C@@H:24]([CH3:30])[C@@H:25]([C:27]([OH:29])=[O:28])[NH2:26]. The catalyst class is: 33. (2) Reactant: [OH:1][C:2]1[N:10]=[CH:9][CH:8]=[CH:7][C:3]=1[C:4]([OH:6])=[O:5].O.[OH-].[K+].[F:14][C:15]1[CH:16]=[C:17]([CH:20]=[C:21]([F:23])[CH:22]=1)[CH2:18]Br. Product: [F:14][C:15]1[CH:16]=[C:17]([CH:20]=[C:21]([F:23])[CH:22]=1)[CH2:18][N:10]1[CH:9]=[CH:8][CH:7]=[C:3]([C:4]([OH:6])=[O:5])[C:2]1=[O:1]. The catalyst class is: 5. (3) Reactant: [CH2:1]([N:3]1[C:7]2=[N:8][C:9]([CH2:49][CH3:50])=[C:10]([CH2:19][NH:20][C:21]([C:23]3[CH:28]=[CH:27][CH:26]=[C:25]([C:29]([NH:31][CH2:32][C:33]4[CH:34]=[C:35]([C:41]5[CH:46]=[CH:45][CH:44]=[C:43](C=O)[CH:42]=5)[CH:36]=[CH:37][C:38]=4[O:39][CH3:40])=[O:30])[CH:24]=3)=[O:22])[C:11]([NH:12][CH:13]3[CH2:18][CH2:17][O:16][CH2:15][CH2:14]3)=[C:6]2[CH:5]=[N:4]1)[CH3:2].[C@H:51]12[CH2:57][C@H:54]([NH:55][CH2:56]1)[CH2:53][N:52]2[C:58](OC(C)(C)C)=O.C(O[BH-](OC(=O)C)OC(=O)C)(=O)C.[Na+].CC(O)=O. Product: [C@H:51]12[CH2:57][C@H:54]([NH:55][CH2:56]1)[CH2:53][N:52]2[CH2:58][C:45]1[CH:46]=[C:41]([C:35]2[CH:36]=[CH:37][C:38]([O:39][CH3:40])=[C:33]([CH2:32][NH:31][C:29]([C:25]3[CH:26]=[CH:27][CH:28]=[C:23]([C:21]([NH:20][CH2:19][C:10]4[C:11]([NH:12][CH:13]5[CH2:18][CH2:17][O:16][CH2:15][CH2:14]5)=[C:6]5[CH:5]=[N:4][N:3]([CH2:1][CH3:2])[C:7]5=[N:8][C:9]=4[CH2:49][CH3:50])=[O:22])[CH:24]=3)=[O:30])[CH:34]=2)[CH:42]=[CH:43][CH:44]=1. The catalyst class is: 2.